Task: Predict the reactants needed to synthesize the given product.. Dataset: Full USPTO retrosynthesis dataset with 1.9M reactions from patents (1976-2016) (1) Given the product [CH3:18][C:13]1([CH3:19])[C:14]([CH3:17])([CH3:16])[O:15][B:11]([C:2]2[CH:3]=[C:4]3[C:8](=[CH:9][CH:10]=2)[NH:7][N:6]=[CH:5]3)[O:12]1, predict the reactants needed to synthesize it. The reactants are: Br[C:2]1[CH:3]=[C:4]2[C:8](=[CH:9][CH:10]=1)[NH:7][N:6]=[CH:5]2.[B:11]1([B:11]2[O:15][C:14]([CH3:17])([CH3:16])[C:13]([CH3:19])([CH3:18])[O:12]2)[O:15][C:14]([CH3:17])([CH3:16])[C:13]([CH3:19])([CH3:18])[O:12]1.C(Cl)Cl.CC([O-])=O.[K+]. (2) Given the product [CH3:1][C:2]([CH3:8])([CH2:3][O:4][Si:11]([CH2:9][CH3:10])([CH3:13])[CH3:12])[CH2:5][O:6][CH3:7], predict the reactants needed to synthesize it. The reactants are: [CH3:1][C:2]([CH3:8])([CH2:5][O:6][CH3:7])[CH2:3][OH:4].[CH2:9]([Si:11](Cl)([CH3:13])[CH3:12])[CH3:10]. (3) The reactants are: [Mn]([O-])(=O)(=O)=O.[K+].[CH:7]([C:10]1[CH:15]=[CH:14][C:13]([C:16]2[C:17]([CH:22]=[O:23])=[CH:18][CH:19]=[CH:20][CH:21]=2)=[CH:12][CH:11]=1)([CH3:9])[CH3:8].S([O-])([O-])(=[O:26])=S.[Na+].[Na+].Cl. Given the product [CH:7]([C:10]1[CH:15]=[CH:14][C:13]([C:16]2[C:17]([C:22]([OH:26])=[O:23])=[CH:18][CH:19]=[CH:20][CH:21]=2)=[CH:12][CH:11]=1)([CH3:9])[CH3:8], predict the reactants needed to synthesize it.